This data is from Reaction yield outcomes from USPTO patents with 853,638 reactions. The task is: Predict the reaction yield, written as a fraction of the theoretical maximum amount of product (1.0 means a 100% yield; for example, 0.34 means a 34% yield). (1) The reactants are [CH3:1][C:2]([CH3:31])([CH3:30])[C:3]#[C:4][C:5]1[S:9][C:8]([C:10]([O:12][CH3:13])=[O:11])=[C:7]([N:14]([C@@H:24]([CH3:29])[CH2:25][C:26](O)=[O:27])[C:15]([C@H:17]2[CH2:22][CH2:21][C@H:20]([CH3:23])[CH2:19][CH2:18]2)=[O:16])[CH:6]=1.C(Cl)CCl.C1C=CC2N(O)N=NC=2C=1.[CH2:46]([N:48](CC)[CH2:49]C)C.CNC. The catalyst is C(Cl)Cl. The product is [CH3:46][N:48]([CH3:49])[C:26](=[O:27])[CH2:25][C@@H:24]([N:14]([C:7]1[CH:6]=[C:5]([C:4]#[C:3][C:2]([CH3:31])([CH3:30])[CH3:1])[S:9][C:8]=1[C:10]([O:12][CH3:13])=[O:11])[C:15]([C@H:17]1[CH2:22][CH2:21][C@H:20]([CH3:23])[CH2:19][CH2:18]1)=[O:16])[CH3:29]. The yield is 0.413. (2) The reactants are Br[C:2]1[CH:3]=[C:4]([NH:10][C:11]2[CH:16]=[CH:15][N:14]=[C:13]([CH:17]3[CH2:19][CH2:18]3)[N:12]=2)[C:5](=[O:9])[N:6]([CH3:8])[CH:7]=1.[B:20]1([B:20]2[O:24][C:23]([CH3:26])([CH3:25])[C:22]([CH3:28])([CH3:27])[O:21]2)[O:24][C:23]([CH3:26])([CH3:25])[C:22]([CH3:28])([CH3:27])[O:21]1.CC(C1C=C(C(C)C)C(C2C=CC=CC=2P(C2CCCCC2)C2CCCCC2)=C(C(C)C)C=1)C.C([O-])(=O)C.[K+]. The catalyst is C1C=CC(/C=C/C(/C=C/C2C=CC=CC=2)=O)=CC=1.C1C=CC(/C=C/C(/C=C/C2C=CC=CC=2)=O)=CC=1.C1C=CC(/C=C/C(/C=C/C2C=CC=CC=2)=O)=CC=1.[Pd].[Pd].O1CCOCC1. The product is [CH:17]1([C:13]2[N:12]=[C:11]([NH:10][C:4]3[C:5](=[O:9])[N:6]([CH3:8])[CH:7]=[C:2]([B:20]4[O:24][C:23]([CH3:26])([CH3:25])[C:22]([CH3:28])([CH3:27])[O:21]4)[CH:3]=3)[CH:16]=[CH:15][N:14]=2)[CH2:19][CH2:18]1. The yield is 0.940.